This data is from Full USPTO retrosynthesis dataset with 1.9M reactions from patents (1976-2016). The task is: Predict the reactants needed to synthesize the given product. (1) The reactants are: [H-].[Na+].[NH:3]1[C:11]2[C:6](=[CH:7][CH:8]=[CH:9][CH:10]=2)[CH:5]=[N:4]1.[CH2:12]([C:20]1[CH:30]=[CH:29][C:23]([O:24][CH2:25][CH:26]2[CH2:28][O:27]2)=[CH:22][CH:21]=1)[CH2:13][CH2:14][CH2:15][CH2:16][CH2:17][CH2:18][CH3:19].[Na+].[Cl-]. Given the product [N:3]1([CH2:28][CH:26]([OH:27])[CH2:25][O:24][C:23]2[CH:29]=[CH:30][C:20]([CH2:12][CH2:13][CH2:14][CH2:15][CH2:16][CH2:17][CH2:18][CH3:19])=[CH:21][CH:22]=2)[C:11]2[C:6](=[CH:7][CH:8]=[CH:9][CH:10]=2)[CH:5]=[N:4]1, predict the reactants needed to synthesize it. (2) The reactants are: [O:1]1[C:5]2[CH:6]=[CH:7][C:8]([CH:10]([CH:18](C(OCC)=O)[C:19]([O:21]CC)=[O:20])[CH2:11][C:12]3[CH:17]=[CH:16][CH:15]=[CH:14][CH:13]=3)=[CH:9][C:4]=2[O:3][CH2:2]1.[OH-].[K+]. Given the product [O:1]1[C:5]2[CH:6]=[CH:7][C:8]([CH:10]([CH2:11][C:12]3[CH:13]=[CH:14][CH:15]=[CH:16][CH:17]=3)[CH2:18][C:19]([OH:21])=[O:20])=[CH:9][C:4]=2[O:3][CH2:2]1, predict the reactants needed to synthesize it. (3) Given the product [CH3:29][S:30]([N:25]1[CH2:26][CH2:27][CH2:28][C@H:23]([N:4]2[C:3](=[O:2])[NH:11][C:10]3[C:5]2=[N:6][C:7]([C:12]2[CH:13]=[N:14][N:15]4[CH:20]=[CH:19][C:18]([C:21]#[N:22])=[CH:17][C:16]=24)=[N:8][CH:9]=3)[CH2:24]1)(=[O:32])=[O:31], predict the reactants needed to synthesize it. The reactants are: Cl.[O:2]=[C:3]1[NH:11][C:10]2[C:5](=[N:6][C:7]([C:12]3[CH:13]=[N:14][N:15]4[CH:20]=[CH:19][C:18]([C:21]#[N:22])=[CH:17][C:16]=34)=[N:8][CH:9]=2)[N:4]1[C@H:23]1[CH2:28][CH2:27][CH2:26][NH:25][CH2:24]1.[CH3:29][S:30](O[S:30]([CH3:29])(=[O:32])=[O:31])(=[O:32])=[O:31]. (4) Given the product [NH2:24][C:25]1[N:30]([CH3:31])[C:29](=[O:32])[C:28]([CH3:33])([CH3:34])[C@:27]([C:36]2[CH:41]=[C:40]([NH:44][C:45]3[CH:52]=[CH:51][C:48]([C:49]#[N:50])=[CH:47][C:46]=3[F:53])[CH:39]=[CH:38][C:37]=2[F:43])([CH3:35])[N:26]=1, predict the reactants needed to synthesize it. The reactants are: COC1C=CC(C([NH:24][C:25]2[N:30]([CH3:31])[C:29](=[O:32])[C:28]([CH3:34])([CH3:33])[C@:27]([C:36]3[CH:41]=[C:40](Br)[CH:39]=[CH:38][C:37]=3[F:43])([CH3:35])[N:26]=2)(C2C=CC(OC)=CC=2)C2C=CC=CC=2)=CC=1.[NH2:44][C:45]1[CH:52]=[CH:51][C:48]([C:49]#[N:50])=[CH:47][C:46]=1[F:53]. (5) The reactants are: [NH4+].[Cl-].[CH3:3][O:4][C:5]1[CH:10]=[CH:9][N:8]=[C:7]([NH2:11])[C:6]=1[N+:12]([O-])=O.O. Given the product [CH3:3][O:4][C:5]1[CH:10]=[CH:9][N:8]=[C:7]([NH2:11])[C:6]=1[NH2:12], predict the reactants needed to synthesize it. (6) Given the product [CH3:1][C:2]1[CH:7]=[CH:6][CH:5]=[CH:4][C:3]=1[C:8]1[C:12]([C:13]([N:39]2[CH2:44][CH2:43][CH2:42][C@H:41]([C:45]([OH:48])([CH3:47])[CH3:46])[CH2:40]2)=[O:15])=[CH:11][O:10][N:9]=1, predict the reactants needed to synthesize it. The reactants are: [CH3:1][C:2]1[CH:7]=[CH:6][CH:5]=[CH:4][C:3]=1[C:8]1[C:12]([C:13]([OH:15])=O)=[CH:11][O:10][N:9]=1.CN(C(ON1N=NC2C=CC=CC1=2)=[N+](C)C)C.[B-](F)(F)(F)F.Cl.[NH:39]1[CH2:44][CH2:43][CH2:42][C@H:41]([C:45]([OH:48])([CH3:47])[CH3:46])[CH2:40]1.CCN(CC)CC.